Dataset: Full USPTO retrosynthesis dataset with 1.9M reactions from patents (1976-2016). Task: Predict the reactants needed to synthesize the given product. Given the product [CH:22]1([CH2:21][N:16]([CH2:17][CH:18]2[CH2:19][CH2:20]2)[C:15]2[C:14]3[C:9](=[CH:10][CH:11]=[CH:12][CH:13]=3)[N:8]=[CH:7][C:6]=2[CH2:4][OH:3])[CH2:24][CH2:23]1, predict the reactants needed to synthesize it. The reactants are: C([O:3][C:4]([C:6]1[CH:7]=[N:8][C:9]2[C:14]([C:15]=1[N:16]([CH2:21][CH:22]1[CH2:24][CH2:23]1)[CH2:17][CH:18]1[CH2:20][CH2:19]1)=[CH:13][CH:12]=[CH:11][CH:10]=2)=O)C.CC(C[AlH]CC(C)C)C.C(C(C(C([O-])=O)O)O)([O-])=O.[Na+].[K+].